Dataset: Catalyst prediction with 721,799 reactions and 888 catalyst types from USPTO. Task: Predict which catalyst facilitates the given reaction. (1) Reactant: [Cl:1][C:2]1[C:7]([Cl:8])=[CH:6][CH:5]=[CH:4][C:3]=1[N:9]1[CH2:14][CH2:13][N:12]([CH2:15][CH:16]=[CH:17][CH2:18][N:19]2C(=O)C3C(=CC=CC=3)C2=O)[CH2:11][CH2:10]1.NN. Product: [Cl:1][C:2]1[C:7]([Cl:8])=[CH:6][CH:5]=[CH:4][C:3]=1[N:9]1[CH2:10][CH2:11][N:12]([CH2:15][CH:16]=[CH:17][CH2:18][NH2:19])[CH2:13][CH2:14]1. The catalyst class is: 8. (2) Product: [CH3:44][O:45][C:46]1[CH:51]=[CH:50][C:49]([O:52][CH3:53])=[CH:48][C:47]=1[CH2:54][C:55]([NH:1][C:2]1[CH:43]=[CH:42][C:5]([C:6]([N:8]([CH2:34][C:35]([O:37][C:38]([CH3:39])([CH3:40])[CH3:41])=[O:36])[CH2:9][C:10]2[CH:11]=[CH:12][C:13]([C:16]3[O:20][N:19]=[C:18]([C:21]4[CH:26]=[CH:25][C:24]([C:27]5[CH:32]=[CH:31][C:30]([CH3:33])=[CH:29][CH:28]=5)=[CH:23][CH:22]=4)[N:17]=3)=[CH:14][CH:15]=2)=[O:7])=[CH:4][CH:3]=1)=[O:56]. The catalyst class is: 499. Reactant: [NH2:1][C:2]1[CH:43]=[CH:42][C:5]([C:6]([N:8]([CH2:34][C:35]([O:37][C:38]([CH3:41])([CH3:40])[CH3:39])=[O:36])[CH2:9][C:10]2[CH:15]=[CH:14][C:13]([C:16]3[O:20][N:19]=[C:18]([C:21]4[CH:26]=[CH:25][C:24]([C:27]5[CH:32]=[CH:31][C:30]([CH3:33])=[CH:29][CH:28]=5)=[CH:23][CH:22]=4)[N:17]=3)=[CH:12][CH:11]=2)=[O:7])=[CH:4][CH:3]=1.[CH3:44][O:45][C:46]1[CH:51]=[CH:50][C:49]([O:52][CH3:53])=[CH:48][C:47]=1[CH2:54][C:55](O)=[O:56].CN(C(ON1N=NC2C=CC=NC1=2)=[N+](C)C)C.F[P-](F)(F)(F)(F)F. (3) Reactant: [C:1]([NH:4][C:5]1[CH:17]=[CH:16][C:8]([O:9][CH2:10][C:11]([O:13]CC)=[O:12])=[CH:7][CH:6]=1)(=[O:3])[CH3:2].[OH-].[Na+]. Product: [C:1]([NH:4][C:5]1[CH:17]=[CH:16][C:8]([O:9][CH2:10][C:11]([OH:13])=[O:12])=[CH:7][CH:6]=1)(=[O:3])[CH3:2]. The catalyst class is: 14. (4) Reactant: [F:1][C:2]1[C:7]([O:8][CH3:9])=[CH:6][CH:5]=[CH:4][C:3]=1[NH:10][C:11](=[O:33])[NH:12][C:13]1[C:17]([C:18]([O:20]CC)=O)=[C:16]([CH3:23])[N:15]([C:24]2[CH:29]=[CH:28][C:27]([N+:30]([O-:32])=[O:31])=[CH:26][CH:25]=2)[N:14]=1.C[O-].[Na+].Cl. Product: [F:1][C:2]1[C:7]([O:8][CH3:9])=[CH:6][CH:5]=[CH:4][C:3]=1[N:10]1[C:18](=[O:20])[C:17]2=[C:16]([CH3:23])[N:15]([C:24]3[CH:29]=[CH:28][C:27]([N+:30]([O-:32])=[O:31])=[CH:26][CH:25]=3)[N:14]=[C:13]2[NH:12][C:11]1=[O:33]. The catalyst class is: 8. (5) Reactant: [C:1]([NH:4][CH2:5][C:6]([OH:8])=O)(=[O:3])[CH3:2].C(N(C(C)C)CC)(C)C.CN(C(ON1N=NC2C=CC=CC1=2)=[N+](C)C)C.F[P-](F)(F)(F)(F)F.[CH:42]1([N:47]2[C:51]3[N:52]=[C:53]([NH:56][C:57]4[CH:62]=[CH:61][C:60]([N:63]5[C:70](=[O:71])[CH2:69][C@@H:68]6[NH:72][C@@H:65]([CH2:66][CH2:67]6)[CH2:64]5)=[CH:59][N:58]=4)[N:54]=[CH:55][C:50]=3[CH:49]=[C:48]2[C:73]([N:75]([CH3:77])[CH3:76])=[O:74])[CH2:46][CH2:45][CH2:44][CH2:43]1. Product: [C:1]([NH:4][CH2:5][C:6]([N:72]1[C@@H:68]2[CH2:67][CH2:66][C@H:65]1[CH2:64][N:63]([C:60]1[CH:61]=[CH:62][C:57]([NH:56][C:53]3[N:54]=[CH:55][C:50]4[CH:49]=[C:48]([C:73]([N:75]([CH3:77])[CH3:76])=[O:74])[N:47]([CH:42]5[CH2:46][CH2:45][CH2:44][CH2:43]5)[C:51]=4[N:52]=3)=[N:58][CH:59]=1)[C:70](=[O:71])[CH2:69]2)=[O:8])(=[O:3])[CH3:2]. The catalyst class is: 163. (6) Reactant: [CH3:1][O:2][C:3]1[CH:8]=[CH:7][C:6]([C:9](=O)[CH2:10][NH:11][C:12]2[CH:17]=[CH:16][CH:15]=[C:14]([O:18][CH3:19])[CH:13]=2)=[CH:5][CH:4]=1.[S-:21][C:22]#[N:23].[K+].Cl.O. Product: [CH3:1][O:2][C:3]1[CH:8]=[CH:7][C:6]([C:9]2[NH:23][C:22](=[S:21])[N:11]([C:12]3[CH:17]=[CH:16][CH:15]=[C:14]([O:18][CH3:19])[CH:13]=3)[CH:10]=2)=[CH:5][CH:4]=1. The catalyst class is: 5. (7) Reactant: [P:1]([O:7][CH2:8][CH2:9][CH2:10][CH2:11][CH2:12][CH2:13][CH2:14][CH2:15][CH2:16][CH2:17][CH2:18][CH2:19]/[CH:20]=[CH:21]\[CH2:22][CH2:23][CH2:24][CH2:25][CH2:26][CH2:27][CH2:28][CH3:29])([O:5][CH3:6])([O:3][CH3:4])=[O:2].C(O)CCCCCCCCCCC/C=C\CCCCCCCC.CN1C=CN=C1.P(Cl)(OC)(OC)=O. Product: [P:1]([O-:7])([O:5][CH3:6])([O:3][CH3:4])=[O:2].[P:1]([O:7][CH2:8][CH2:9][CH2:10][CH2:11][CH2:12][CH2:13][CH2:14][CH2:15][CH2:16][CH2:17][CH2:18][CH2:19]/[CH:20]=[CH:21]\[CH2:22][CH2:23][CH2:24][CH2:25][CH2:26][CH2:27][CH2:28][CH3:29])([O:5][CH3:6])([O:3][CH3:4])=[O:2]. The catalyst class is: 2.